Predict the reactants needed to synthesize the given product. From a dataset of Full USPTO retrosynthesis dataset with 1.9M reactions from patents (1976-2016). (1) Given the product [Br:12][C:3]1[C:2](=[O:11])[NH:1][C:10]2[CH2:9][CH2:8][CH2:7][CH2:6][C:5]=2[CH:4]=1, predict the reactants needed to synthesize it. The reactants are: [NH:1]1[C:10]2[CH2:9][CH2:8][CH2:7][CH2:6][C:5]=2[CH:4]=[CH:3][C:2]1=[O:11].[Br:12]N1C(=O)CCC1=O.O.CCOC(C)=O. (2) Given the product [I:15][C:10]1[C:6]2[C:5](=[O:12])[N:4]([CH3:13])[C:3](=[O:14])[N:2]([CH3:1])[C:7]=2[S:8][C:9]=1[CH3:11], predict the reactants needed to synthesize it. The reactants are: [CH3:1][N:2]1[C:7]2[S:8][C:9]([CH3:11])=[CH:10][C:6]=2[C:5](=[O:12])[N:4]([CH3:13])[C:3]1=[O:14].[I:15]N1C(=O)CCC1=O. (3) Given the product [Cl:29][C:18]1[CH:17]=[C:16]([O:15][C:9]2[C:8]3[C:13](=[CH:14][C:5]([O:4][CH2:3][CH2:2][N:42]4[CH2:43][CH2:44][N:39]([CH3:38])[CH2:40][CH2:41]4)=[C:6]([O:30][CH3:31])[CH:7]=3)[N:12]=[CH:11][CH:10]=2)[CH:21]=[CH:20][C:19]=1[NH:22][C:23]([NH:25][CH2:26][CH2:27][CH3:28])=[O:24], predict the reactants needed to synthesize it. The reactants are: Br[CH2:2][CH2:3][O:4][C:5]1[CH:14]=[C:13]2[C:8]([C:9]([O:15][C:16]3[CH:21]=[CH:20][C:19]([NH:22][C:23]([NH:25][CH2:26][CH2:27][CH3:28])=[O:24])=[C:18]([Cl:29])[CH:17]=3)=[CH:10][CH:11]=[N:12]2)=[CH:7][C:6]=1[O:30][CH3:31].C(=O)([O-])[O-].[K+].[K+].[CH3:38][N:39]1[CH2:44][CH2:43][NH:42][CH2:41][CH2:40]1.O. (4) Given the product [CH2:11]([O:18][CH2:19][CH2:20][CH:21]=[O:22])[C:12]1[CH:17]=[CH:16][CH:15]=[CH:14][CH:13]=1, predict the reactants needed to synthesize it. The reactants are: CS(C)=O.C(Cl)(=O)C(Cl)=O.[CH2:11]([O:18][CH2:19][CH2:20][CH2:21][OH:22])[C:12]1[CH:17]=[CH:16][CH:15]=[CH:14][CH:13]=1.C(N(CC)CC)C. (5) Given the product [F:1][C:2]1[CH:3]=[C:4]([O:22][CH3:23])[CH:5]=[C:6]2[C:10]=1[NH:9][C:8]([C:11]1[CH:12]=[N:13][N:14]([CH2:16][CH:17]([CH3:19])[CH3:18])[CH:15]=1)=[C:7]2/[CH:20]=[C:35]1\[O:36][C:32]2[CH:31]=[CH:30][C:29]([NH:28][C:26]([NH:25][CH3:24])=[O:27])=[CH:38][C:33]=2[C:34]\1=[O:37], predict the reactants needed to synthesize it. The reactants are: [F:1][C:2]1[CH:3]=[C:4]([O:22][CH3:23])[CH:5]=[C:6]2[C:10]=1[NH:9][C:8]([C:11]1[CH:12]=[N:13][N:14]([CH2:16][CH:17]([CH3:19])[CH3:18])[CH:15]=1)=[C:7]2[CH:20]=O.[CH3:24][NH:25][C:26]([NH:28][C:29]1[CH:30]=[CH:31][C:32]2[O:36][CH2:35][C:34](=[O:37])[C:33]=2[CH:38]=1)=[O:27].C([O-])([O-])=O.[Na+].[Na+]. (6) Given the product [F:1][C:2]([F:7])([F:6])[C:3]([OH:5])=[O:4].[NH:92]1[C:93]2[C:98](=[CH:97][CH:96]=[CH:95][CH:94]=2)[C:90]([CH2:24][C@H:15]([NH:14][C:12](=[O:13])[C@H:11]([CH3:31])[C@@H:10]([O:9][CH3:8])[C@@H:32]2[CH2:36][CH2:35][CH2:34][NH:33]2)[C:16]([N:18]2[CH2:23][CH2:22][CH2:21][CH2:20][O:19]2)=[O:17])=[CH:91]1, predict the reactants needed to synthesize it. The reactants are: [F:1][C:2]([F:7])([F:6])[C:3]([OH:5])=[O:4].[CH3:8][O:9][C@@H:10]([C@@H:32]1[CH2:36][CH2:35][CH2:34][NH:33]1)[C@@H:11]([CH3:31])[C:12]([NH:14][C@@H:15]([CH2:24]C1C=CC=CC=1)[C:16]([N:18]1[CH2:23][CH2:22][CH2:21][CH2:20][O:19]1)=[O:17])=[O:13].C(OC(N[C@H](C(N(C)[C@@H]([C@@H](C)CC)[C@H](OC)CC(OC(C)(C)C)=O)=O)C(C)C)=O)C1C=CC=CC=1.FC(F)(F)C(O)=O.N[C@@H](C[C:90]1[C:98]2[C:93](=[CH:94][CH:95]=[CH:96][CH:97]=2)[NH:92][CH:91]=1)C(N1CCCCO1)=O.